This data is from Forward reaction prediction with 1.9M reactions from USPTO patents (1976-2016). The task is: Predict the product of the given reaction. Given the reactants CC1(C)[O:6][C@H:5]([CH2:7][N:8]2[CH:12]=[CH:11][C:10]([NH:13][C:14](=[O:36])[CH:15]([N:22]3[CH2:26][C:25]([O:27][C:28]4[CH:33]=[CH:32][CH:31]=[CH:30][C:29]=4[Cl:34])=[CH:24][C:23]3=[O:35])[CH2:16][CH2:17][C:18]([CH3:21])([CH3:20])[CH3:19])=[N:9]2)[CH2:4][O:3]1.O.C1(C)C=CC(S(O)(=O)=O)=CC=1, predict the reaction product. The product is: [OH:6][C@@H:5]([CH2:4][OH:3])[CH2:7][N:8]1[CH:12]=[CH:11][C:10]([NH:13][C:14](=[O:36])[CH:15]([N:22]2[CH2:26][C:25]([O:27][C:28]3[CH:33]=[CH:32][CH:31]=[CH:30][C:29]=3[Cl:34])=[CH:24][C:23]2=[O:35])[CH2:16][CH2:17][C:18]([CH3:19])([CH3:20])[CH3:21])=[N:9]1.